From a dataset of NCI-60 drug combinations with 297,098 pairs across 59 cell lines. Regression. Given two drug SMILES strings and cell line genomic features, predict the synergy score measuring deviation from expected non-interaction effect. (1) Drug 1: CC1CCC2CC(C(=CC=CC=CC(CC(C(=O)C(C(C(=CC(C(=O)CC(OC(=O)C3CCCCN3C(=O)C(=O)C1(O2)O)C(C)CC4CCC(C(C4)OC)OCCO)C)C)O)OC)C)C)C)OC. Drug 2: C1C(C(OC1N2C=NC3=C2NC=NCC3O)CO)O. Cell line: K-562. Synergy scores: CSS=16.2, Synergy_ZIP=3.09, Synergy_Bliss=7.35, Synergy_Loewe=2.27, Synergy_HSA=4.72. (2) Drug 1: COC1=C2C(=CC3=C1OC=C3)C=CC(=O)O2. Drug 2: C1CCC(C(C1)N)N.C(=O)(C(=O)[O-])[O-].[Pt+4]. Cell line: HCC-2998. Synergy scores: CSS=12.9, Synergy_ZIP=-1.20, Synergy_Bliss=4.58, Synergy_Loewe=-16.2, Synergy_HSA=-0.818.